Predict the reactants needed to synthesize the given product. From a dataset of Full USPTO retrosynthesis dataset with 1.9M reactions from patents (1976-2016). (1) Given the product [CH3:17][S:18]([O:9][CH:7]([CH:4]1[CH2:5][CH2:6][O:1][CH2:2][CH2:3]1)[CH3:8])(=[O:20])=[O:19], predict the reactants needed to synthesize it. The reactants are: [O:1]1[CH2:6][CH2:5][CH:4]([CH:7]([OH:9])[CH3:8])[CH2:3][CH2:2]1.C(N(CC)CC)C.[CH3:17][S:18](Cl)(=[O:20])=[O:19]. (2) Given the product [Cl:24][C:18]1[CH:17]=[C:16]([CH2:15][CH2:14][C:5]2([CH:9]3[CH2:13][CH2:12][CH2:11][CH2:10]3)[O:4][C:3](=[O:25])[C:2]([S:26][C:27]3[S:28][CH:29]=[C:30]([C:32]4[CH:37]=[CH:36][CH:35]=[CH:34][CH:33]=4)[N:31]=3)=[C:7]([OH:8])[CH2:6]2)[CH:21]=[CH:20][C:19]=1[O:22][CH3:23], predict the reactants needed to synthesize it. The reactants are: Cl[CH:2]1[C:7](=[O:8])[CH2:6][C:5]([CH2:14][CH2:15][C:16]2[CH:21]=[CH:20][C:19]([O:22][CH3:23])=[C:18]([Cl:24])[CH:17]=2)([CH:9]2[CH2:13][CH2:12][CH2:11][CH2:10]2)[O:4][C:3]1=[O:25].[SH:26][C:27]1[S:28][CH:29]=[C:30]([C:32]2[CH:37]=[CH:36][CH:35]=[CH:34][CH:33]=2)[N:31]=1. (3) Given the product [F:11][C:3]1[CH:4]=[C:5]([N+:8]([O-:10])=[O:9])[CH:6]=[CH:7][C:2]=1[N:18]1[CH:22]=[CH:21][CH:20]=[CH:19]1, predict the reactants needed to synthesize it. The reactants are: F[C:2]1[CH:7]=[CH:6][C:5]([N+:8]([O-:10])=[O:9])=[CH:4][C:3]=1[F:11].C([O-])([O-])=O.[K+].[K+].[NH:18]1[CH:22]=[CH:21][CH:20]=[CH:19]1. (4) Given the product [CH2:11]([N:13]1[C:17]2=[N:18][CH:19]=[C:20]([CH2:29][OH:30])[C:21]([NH:22][CH:23]3[CH2:24][CH2:25][O:26][CH2:27][CH2:28]3)=[C:16]2[CH:15]=[N:14]1)[CH3:12], predict the reactants needed to synthesize it. The reactants are: [H-].C([Al+]CC(C)C)C(C)C.[CH2:11]([N:13]1[C:17]2=[N:18][CH:19]=[C:20]([C:29](OCC)=[O:30])[C:21]([NH:22][CH:23]3[CH2:28][CH2:27][O:26][CH2:25][CH2:24]3)=[C:16]2[CH:15]=[N:14]1)[CH3:12]. (5) Given the product [C:8]([C:7]1[N:15]=[C:16]([NH2:18])[S:17][C:2]=1[C:3]([O:5][CH3:6])=[O:4])(=[O:12])[CH3:9], predict the reactants needed to synthesize it. The reactants are: Cl[CH:2]([C:7](=O)[C:8]([O:12]C)(OC)[CH3:9])[C:3]([O:5][CH3:6])=[O:4].[NH2:15][C:16]([NH2:18])=[S:17]. (6) Given the product [Br:1][C:2]1[C:3]([CH3:10])=[C:4]([CH:5]=[CH:6][CH:7]=1)[CH2:8][N:11]1[C:19]2[C:14](=[CH:15][CH:16]=[CH:17][CH:18]=2)[CH:13]=[N:12]1, predict the reactants needed to synthesize it. The reactants are: [Br:1][C:2]1[CH:7]=[CH:6][CH:5]=[C:4]([CH2:8]Br)[C:3]=1[CH3:10].[NH:11]1[C:19]2[C:14](=[CH:15][CH:16]=[CH:17][CH:18]=2)[CH:13]=[N:12]1.C(=O)([O-])[O-].[K+].[K+].